Dataset: Forward reaction prediction with 1.9M reactions from USPTO patents (1976-2016). Task: Predict the product of the given reaction. (1) Given the reactants [F:1][C:2]1[CH:7]=[CH:6][C:5]([N:8]2[C:12]3[CH:13]=[N:14][CH:15]=[C:16]([C:17]([OH:19])=O)[C:11]=3[CH:10]=[N:9]2)=[CH:4][CH:3]=1.C1N=CN(C(N2C=NC=C2)=O)C=1.Cl.[CH3:33][O:34][C:35](=[O:38])[CH2:36][NH2:37].O, predict the reaction product. The product is: [CH3:33][O:34][C:35](=[O:38])[CH2:36][NH:37][C:17]([C:16]1[C:11]2[CH:10]=[N:9][N:8]([C:5]3[CH:4]=[CH:3][C:2]([F:1])=[CH:7][CH:6]=3)[C:12]=2[CH:13]=[N:14][CH:15]=1)=[O:19]. (2) Given the reactants [C:1]([O:5][C:6]([NH:8][C@@H:9]1[C@H:14]([NH:15][C:16]2[N:21]=[C:20](Cl)[C:19]3[C:23](=[O:33])[N:24]([C:26]([O:28][C:29]([CH3:32])([CH3:31])[CH3:30])=[O:27])[CH2:25][C:18]=3[C:17]=2[F:34])[CH2:13][CH2:12][O:11][CH2:10]1)=[O:7])([CH3:4])([CH3:3])[CH3:2].C([Sn](CCCC)(CCCC)[C:40]1[S:44][N:43]=[C:42]([CH:45]=[CH2:46])[CH:41]=1)CCC.O, predict the reaction product. The product is: [C:1]([O:5][C:6]([NH:8][C@@H:9]1[C@H:14]([NH:15][C:16]2[N:21]=[C:20]([C:40]3[S:44][N:43]=[C:42]([CH:45]=[CH2:46])[CH:41]=3)[C:19]3[C:23](=[O:33])[N:24]([C:26]([O:28][C:29]([CH3:32])([CH3:31])[CH3:30])=[O:27])[CH2:25][C:18]=3[C:17]=2[F:34])[CH2:13][CH2:12][O:11][CH2:10]1)=[O:7])([CH3:4])([CH3:3])[CH3:2]. (3) The product is: [F:22][C:20]([C:15]1[N:14]([CH:11]2[CH2:12][CH2:13][NH:8][CH2:9][CH2:10]2)[C:18]([CH3:19])=[N:17][N:16]=1)([F:23])[CH3:21]. Given the reactants C([N:8]1[CH2:13][CH2:12][CH:11]([N:14]2[C:18]([CH3:19])=[N:17][N:16]=[C:15]2[C:20]([F:23])([F:22])[CH3:21])[CH2:10][CH2:9]1)C1C=CC=CC=1, predict the reaction product.